From a dataset of Catalyst prediction with 721,799 reactions and 888 catalyst types from USPTO. Predict which catalyst facilitates the given reaction. (1) Reactant: C(OC(=O)C)C.[C:7]([O:11][C:12]([NH:14][CH2:15][CH2:16][O:17][C:18](=[O:32])[CH2:19][O:20][C:21]1[CH:26]=[CH:25][C:24]([CH2:27][CH2:28][CH2:29][CH2:30]N)=[CH:23][CH:22]=1)=[O:13])([CH3:10])([CH3:9])[CH3:8].C([N:35](CC)CC)C.I.[NH2:41][C:42]1[C:43]([C:50]([NH:52][C:53](=[NH:56])SC)=[O:51])=[N:44][C:45]([Cl:49])=[C:46]([NH2:48])[N:47]=1. Product: [C:7]([O:11][C:12]([NH:14][CH2:15][CH2:16][O:17][C:18](=[O:32])[CH2:19][O:20][C:21]1[CH:22]=[CH:23][C:24]([CH2:27][CH2:28][CH2:29][CH2:30][N:52]([C:50]([C:43]2[C:42]([NH2:41])=[N:47][C:46]([NH2:48])=[C:45]([Cl:49])[N:44]=2)=[O:51])[C:53]([NH2:56])=[NH:35])=[CH:25][CH:26]=1)=[O:13])([CH3:9])([CH3:8])[CH3:10]. The catalyst class is: 1. (2) Reactant: [F:1][C:2]1[C:7]([N:8]2[C:12]([OH:13])=[CH:11][C:10]([C:14]([O:16][CH2:17][CH3:18])=[O:15])=[N:9]2)=[CH:6][CH:5]=[CH:4][N:3]=1.C(N(CC)CC)C.C1C=CC(N([S:33]([C:36]([F:39])([F:38])[F:37])(=[O:35])=[O:34])[S:33]([C:36]([F:39])([F:38])[F:37])(=[O:35])=[O:34])=CC=1.O. Product: [F:1][C:2]1[C:7]([N:8]2[C:12]([O:13][S:33]([C:36]([F:39])([F:38])[F:37])(=[O:35])=[O:34])=[CH:11][C:10]([C:14]([O:16][CH2:17][CH3:18])=[O:15])=[N:9]2)=[CH:6][CH:5]=[CH:4][N:3]=1. The catalyst class is: 7. (3) Reactant: [Cl:1][C:2]1[CH:10]=[C:9]2[C:5]([C:6]([CH:11]=O)=[CH:7][NH:8]2)=[CH:4][CH:3]=1.[C:13]([NH:16][CH:17](C([O-])=O)[C:18]([O:20][CH2:21][CH3:22])=[O:19])(=[O:15])[CH3:14].C(OC(=O)C)(=O)C. Product: [C:13]([NH:16]/[C:17](=[CH:11]\[C:6]1[C:5]2[C:9](=[CH:10][C:2]([Cl:1])=[CH:3][CH:4]=2)[NH:8][CH:7]=1)/[C:18]([O:20][CH2:21][CH3:22])=[O:19])(=[O:15])[CH3:14]. The catalyst class is: 17. (4) Reactant: Br[C:2]1[C:3](=[O:21])[N:4]([CH2:12][C:13]2[CH:18]=[CH:17][C:16]([O:19][CH3:20])=[CH:15][CH:14]=2)[CH:5]=[N:6][C:7]=1[C:8]([F:11])([F:10])[F:9].C([O-])([O-])=O.[K+].[K+].[Cl:28][C:29]1[CH:30]=[C:31]([CH:34]=[C:35]([OH:37])[CH:36]=1)[C:32]#[N:33].O. Product: [Cl:28][C:29]1[CH:30]=[C:31]([CH:34]=[C:35]([O:37][C:2]2[C:3](=[O:21])[N:4]([CH2:12][C:13]3[CH:18]=[CH:17][C:16]([O:19][CH3:20])=[CH:15][CH:14]=3)[CH:5]=[N:6][C:7]=2[C:8]([F:11])([F:10])[F:9])[CH:36]=1)[C:32]#[N:33]. The catalyst class is: 37. (5) Reactant: Br[C:2](Br)=[CH:3][C:4]1[CH:9]=[CH:8][C:7]([Cl:10])=[CH:6][C:5]=1[Cl:11].C([Li])CCC. Product: [Cl:11][C:5]1[CH:6]=[C:7]([Cl:10])[CH:8]=[CH:9][C:4]=1[C:3]#[CH:2]. The catalyst class is: 1.